This data is from Catalyst prediction with 721,799 reactions and 888 catalyst types from USPTO. The task is: Predict which catalyst facilitates the given reaction. (1) The catalyst class is: 31. Reactant: C(Cl)CCl.C1C=[N:9]C2N(O)N=NC=2C=1.Cl.[NH2:16][C@@H:17]([C:24]1[CH:29]=[CH:28][CH:27]=[C:26]([N+:30]([O-:32])=[O:31])[CH:25]=1)[CH2:18][C:19]([O:21][CH2:22][CH3:23])=[O:20].[C:33]([O:37][C:38]([N:40]([C:67]([O:69][C:70]([CH3:73])([CH3:72])[CH3:71])=[O:68])[C:41]1C=[CH:49][CH:48]=[C:47]2[C:42]=1[CH:43]=[CH:44][C:45]([NH:51][CH:52]([C:56]1[CH:61]=[C:60]([CH3:62])[C:59]([CH2:63][CH2:64][OH:65])=[C:58]([CH3:66])[CH:57]=1)[C:53](O)=[O:54])=[CH:46]2)=[O:39])([CH3:36])([CH3:35])[CH3:34].C(N(CC)CC)C. Product: [C:70]([O:69][C:67]([N:40]([C:38]([O:37][C:33]([CH3:34])([CH3:36])[CH3:35])=[O:39])[C:41]1[C:42]2[C:47](=[CH:46][C:45]([NH:51][CH:52]([C:56]3[CH:57]=[C:58]([CH3:66])[C:59]([CH2:63][CH2:64][OH:65])=[C:60]([CH3:62])[CH:61]=3)[C:53]([NH:16][C@@H:17]([C:24]3[CH:29]=[CH:28][CH:27]=[C:26]([N+:30]([O-:32])=[O:31])[CH:25]=3)[CH2:18][C:19]([O:21][CH2:22][CH3:23])=[O:20])=[O:54])=[CH:44][CH:43]=2)[CH:48]=[CH:49][N:9]=1)=[O:68])([CH3:71])([CH3:72])[CH3:73]. (2) Reactant: Br[CH2:2][C:3](=O)[CH:4]([CH3:6])[CH3:5].C([O-])([O-])=O.[K+].[K+].Cl.[C:15]([NH2:23])(=[NH:22])[C:16]1[CH:21]=[CH:20][CH:19]=[CH:18][CH:17]=1. Product: [CH:4]([C:3]1[N:22]=[C:15]([C:16]2[CH:21]=[CH:20][CH:19]=[CH:18][CH:17]=2)[NH:23][CH:2]=1)([CH3:6])[CH3:5]. The catalyst class is: 5.